From a dataset of Reaction yield outcomes from USPTO patents with 853,638 reactions. Predict the reaction yield, written as a fraction of the theoretical maximum amount of product (1.0 means a 100% yield; for example, 0.34 means a 34% yield). The reactants are [Br:1][C:2]1[CH:21]=[CH:20][CH:19]=[C:18]([N+:22]([O-])=O)[C:3]=1[O:4][CH2:5][C@H:6]([NH:10][C:11]([O:13][C:14]([CH3:17])([CH3:16])[CH3:15])=[O:12])[C:7]([OH:9])=[O:8].[NH4+].[Cl-]. The catalyst is CO.C1COCC1.[Zn]. The product is [NH2:22][C:18]1[CH:19]=[CH:20][CH:21]=[C:2]([Br:1])[C:3]=1[O:4][CH2:5][C@H:6]([NH:10][C:11]([O:13][C:14]([CH3:17])([CH3:15])[CH3:16])=[O:12])[C:7]([OH:9])=[O:8]. The yield is 0.970.